Dataset: Catalyst prediction with 721,799 reactions and 888 catalyst types from USPTO. Task: Predict which catalyst facilitates the given reaction. (1) Reactant: [ClH:1].[Br:2][C:3]1[CH:4]=[C:5]2[C:10](=[CH:11][CH:12]=1)[C:9]([CH2:13][N:14]1[C:20](=[O:21])[C@@H:19]([NH:22][C:23](=[O:36])[C@@H:24]([N:27](C)[C:28](=O)OC(C)(C)C)[CH2:25][CH3:26])[CH2:18][O:17][C:16]3[CH:37]=[CH:38][CH:39]=[CH:40][C:15]1=3)=[C:8]([O:41][CH3:42])[CH:7]=[CH:6]2. Product: [ClH:1].[Br:2][C:3]1[CH:4]=[C:5]2[C:10](=[CH:11][CH:12]=1)[C:9]([CH2:13][N:14]1[C:20](=[O:21])[C@@H:19]([NH:22][C:23](=[O:36])[C@@H:24]([NH:27][CH3:28])[CH2:25][CH3:26])[CH2:18][O:17][C:16]3[CH:37]=[CH:38][CH:39]=[CH:40][C:15]1=3)=[C:8]([O:41][CH3:42])[CH:7]=[CH:6]2. The catalyst class is: 798. (2) Reactant: C(OC(=O)[NH:7][C:8]1[CH:13]=[CH:12][C:11]([C:14]([F:17])([F:16])[F:15])=[CH:10][C:9]=1[NH:18][C:19](=[O:36])[CH2:20][C:21]([C:23]1[CH:28]=[CH:27][CH:26]=[C:25]([C:29]2[CH:30]=[N:31][C:32]([CH3:35])=[CH:33][CH:34]=2)[CH:24]=1)=O)(C)(C)C.C(O)(C(F)(F)F)=O. Product: [CH3:35][C:32]1[N:31]=[CH:30][C:29]([C:25]2[CH:24]=[C:23]([C:21]3[CH2:20][C:19](=[O:36])[NH:18][C:9]4[CH:10]=[C:11]([C:14]([F:17])([F:16])[F:15])[CH:12]=[CH:13][C:8]=4[N:7]=3)[CH:28]=[CH:27][CH:26]=2)=[CH:34][CH:33]=1. The catalyst class is: 2. (3) Reactant: C(OC([N:8]([CH2:29][CH:30]1[CH2:32][CH2:31]1)/[N:9]=[C:10](\[S:16][CH2:17][CH2:18][CH2:19][CH2:20][CH2:21][CH2:22][CH2:23][CH2:24][CH2:25][CH2:26][CH2:27][CH3:28])/[C:11]([O:13][CH2:14][CH3:15])=[O:12])=O)(C)(C)C.Cl.C(=O)([O-])O.[Na+]. Product: [CH:30]1([CH2:29][NH:8]/[N:9]=[C:10](/[S:16][CH2:17][CH2:18][CH2:19][CH2:20][CH2:21][CH2:22][CH2:23][CH2:24][CH2:25][CH2:26][CH2:27][CH3:28])\[C:11]([O:13][CH2:14][CH3:15])=[O:12])[CH2:32][CH2:31]1.[CH:30]1([CH2:29][NH:8]/[N:9]=[C:10](\[S:16][CH2:17][CH2:18][CH2:19][CH2:20][CH2:21][CH2:22][CH2:23][CH2:24][CH2:25][CH2:26][CH2:27][CH3:28])/[C:11]([O:13][CH2:14][CH3:15])=[O:12])[CH2:32][CH2:31]1. The catalyst class is: 12. (4) Reactant: [NH:1]([C:5]1[CH:6]=[CH:7][CH:8]=[C:9]([CH:13]=1)[C:10]([OH:12])=O)[C:2]([NH2:4])=[NH:3].Cl.[CH2:15]([O:17][C:18](=[O:37])[CH2:19][C@H:20]([NH:32][C:33](=[O:36])[CH2:34][NH2:35])[C:21]1[CH:26]=[C:25]([C:27]([CH3:30])([CH3:29])[CH3:28])[CH:24]=[C:23]([Br:31])[CH:22]=1)[CH3:16].O.ON1C2C=CC=CC=2N=N1.C(N=C=NC(C)C)(C)C. Product: [Br:31][C:23]1[CH:22]=[C:21]([C@@H:20]([NH:32][C:33](=[O:36])[CH2:34][NH:35][C:10](=[O:12])[C:9]2[CH:8]=[CH:7][CH:6]=[C:5]([NH:1][C:2]([NH2:4])=[NH:3])[CH:13]=2)[CH2:19][C:18]([O:17][CH2:15][CH3:16])=[O:37])[CH:26]=[C:25]([C:27]([CH3:30])([CH3:28])[CH3:29])[CH:24]=1. The catalyst class is: 174.